This data is from Catalyst prediction with 721,799 reactions and 888 catalyst types from USPTO. The task is: Predict which catalyst facilitates the given reaction. Reactant: C(=O)([O-])O.[Na+].Cl.[NH2:7][OH:8].[CH3:9][C:10]1[C:11]([C:22]#[N:23])=[N:12][CH:13]=[N:14][C:15]=1[C:16]1[CH:21]=[CH:20][CH:19]=[CH:18][CH:17]=1. Product: [CH3:9][C:10]1[C:11]([C:22](=[N:7][OH:8])[NH2:23])=[N:12][CH:13]=[N:14][C:15]=1[C:16]1[CH:21]=[CH:20][CH:19]=[CH:18][CH:17]=1. The catalyst class is: 8.